This data is from Full USPTO retrosynthesis dataset with 1.9M reactions from patents (1976-2016). The task is: Predict the reactants needed to synthesize the given product. (1) Given the product [C:3]1([CH2:9][O:10][C:11]2[CH:26]=[CH:25][C:24]([N:27]3[CH2:28][CH2:29][CH2:30][CH2:31][CH2:32]3)=[CH:23][C:12]=2[C:13]([OH:15])=[O:14])[CH:4]=[CH:5][CH:6]=[CH:7][CH:8]=1, predict the reactants needed to synthesize it. The reactants are: [Li+].[OH-].[C:3]1([CH2:9][O:10][C:11]2[CH:26]=[CH:25][C:24]([N:27]3[CH2:32][CH2:31][CH2:30][CH2:29][CH2:28]3)=[CH:23][C:12]=2[C:13]([O:15]CC2C=CC=CC=2)=[O:14])[CH:8]=[CH:7][CH:6]=[CH:5][CH:4]=1.Cl. (2) The reactants are: Br[C:2]1[NH:6][C:5]([N+:7]([O-])=O)=[N:4][C:3]=1[C:10]1[C:19]2[C:14](=[CH:15][C:16]([O:20][CH3:21])=[CH:17][CH:18]=2)[N:13]=[C:12]([CH3:22])[CH:11]=1. Given the product [CH3:21][O:20][C:16]1[CH:15]=[C:14]2[C:19]([C:10]([C:3]3[N:4]=[C:5]([NH2:7])[NH:6][CH:2]=3)=[CH:11][C:12]([CH3:22])=[N:13]2)=[CH:18][CH:17]=1, predict the reactants needed to synthesize it. (3) The reactants are: [CH:1]([C:3]1[CH:10]=[CH:9][C:6]([C:7]#[N:8])=[CH:5][C:4]=1[O:11][CH3:12])=O.[O:13]=[C:14]([CH3:21])[CH2:15][C:16]([O:18][CH2:19][CH3:20])=[O:17].C(O)(=O)C.N1CCCCC1. Given the product [C:7]([C:6]1[CH:9]=[CH:10][C:3]([CH:1]=[C:15]([C:14](=[O:13])[CH3:21])[C:16]([O:18][CH2:19][CH3:20])=[O:17])=[C:4]([O:11][CH3:12])[CH:5]=1)#[N:8], predict the reactants needed to synthesize it. (4) Given the product [F:1][C:2]1[CH:7]=[CH:6][C:5]([CH:8]2[C:16]3[C:11](=[CH:12][C:13]([C:17]#[N:24])=[CH:14][CH:15]=3)[CH2:10][O:9]2)=[CH:4][CH:3]=1, predict the reactants needed to synthesize it. The reactants are: [F:1][C:2]1[CH:7]=[CH:6][C:5]([CH:8]2[C:16]3[C:11](=[CH:12][C:13]([CH:17]=O)=[CH:14][CH:15]=3)[CH2:10][O:9]2)=[CH:4][CH:3]=1.Cl.NO.C([N:24](CC)CC)C. (5) Given the product [CH2:1]([N:8]1[CH2:9][CH2:10][CH:11]([CH2:14][CH2:15][C:16](=[O:23])[C:17](=[N+:44]=[N-:45])[C:18]([O:20][CH2:21][CH3:22])=[O:19])[CH2:12][CH2:13]1)[C:2]1[CH:3]=[CH:4][CH:5]=[CH:6][CH:7]=1, predict the reactants needed to synthesize it. The reactants are: [CH2:1]([N:8]1[CH2:13][CH2:12][CH:11]([CH2:14][CH2:15][C:16](=[O:23])[CH2:17][C:18]([O:20][CH2:21][CH3:22])=[O:19])[CH2:10][CH2:9]1)[C:2]1[CH:7]=[CH:6][CH:5]=[CH:4][CH:3]=1.C(N(CC)CC)C.C(NC1C=CC(S([N:44]=[N+:45]=[N-])(=O)=O)=CC=1)(=O)C.